This data is from Peptide-MHC class II binding affinity with 134,281 pairs from IEDB. The task is: Regression. Given a peptide amino acid sequence and an MHC pseudo amino acid sequence, predict their binding affinity value. This is MHC class II binding data. The peptide sequence is DKPFQNVNRITYGAC. The MHC is DRB1_1501 with pseudo-sequence DRB1_1501. The binding affinity (normalized) is 0.232.